This data is from Catalyst prediction with 721,799 reactions and 888 catalyst types from USPTO. The task is: Predict which catalyst facilitates the given reaction. Reactant: COC(=O)[CH2:4][NH:5][C:6](=[O:37])[C:7]1[CH:12]=[C:11]([Cl:13])[C:10]([O:14][C:15]2[CH:20]=[CH:19][N:18]=[CH:17][C:16]=2[C:21]([N:23]2[C:32]3[C:27](=[CH:28][CH:29]=[CH:30][CH:31]=3)[N:26]([CH:33]3[CH2:35][CH2:34]3)[CH2:25][CH2:24]2)=[O:22])=[CH:9][C:8]=1[Cl:36].[CH2:39]([O:41][C:42]([C:44]1[S:48]C(N)=[N:46][C:45]=1[CH3:50])=[O:43])[CH3:40]. Product: [CH2:39]([O:41][C:42]([C:44]1[S:48][C:4]([NH:5][C:6](=[O:37])[C:7]2[CH:12]=[C:11]([Cl:13])[C:10]([O:14][C:15]3[CH:20]=[CH:19][N:18]=[CH:17][C:16]=3[C:21]([N:23]3[C:32]4[C:27](=[CH:28][CH:29]=[CH:30][CH:31]=4)[N:26]([CH:33]4[CH2:34][CH2:35]4)[CH2:25][CH2:24]3)=[O:22])=[CH:9][C:8]=2[Cl:36])=[N:46][C:45]=1[CH3:50])=[O:43])[CH3:40]. The catalyst class is: 644.